From a dataset of Peptide-MHC class I binding affinity with 185,985 pairs from IEDB/IMGT. Regression. Given a peptide amino acid sequence and an MHC pseudo amino acid sequence, predict their binding affinity value. This is MHC class I binding data. (1) The peptide sequence is VMAASGAPF. The MHC is BoLA-JSP.1 with pseudo-sequence BoLA-JSP.1. The binding affinity (normalized) is 0.0641. (2) The peptide sequence is NPSILPSLI. The MHC is HLA-B51:01 with pseudo-sequence HLA-B51:01. The binding affinity (normalized) is 0.292. (3) The peptide sequence is RADSMMLGY. The MHC is HLA-B18:01 with pseudo-sequence HLA-B18:01. The binding affinity (normalized) is 0.0847. (4) The peptide sequence is EEVVENPTI. The MHC is HLA-B40:02 with pseudo-sequence HLA-B40:02. The binding affinity (normalized) is 0.215. (5) The peptide sequence is FSKNILKYY. The MHC is HLA-A31:01 with pseudo-sequence HLA-A31:01. The binding affinity (normalized) is 0.103.